Dataset: Retrosynthesis with 50K atom-mapped reactions and 10 reaction types from USPTO. Task: Predict the reactants needed to synthesize the given product. (1) Given the product CC(C)(C)OC(=O)Nc1ccc(-c2cccs2)cc1N, predict the reactants needed to synthesize it. The reactants are: CC(C)(C)OC(=O)Nc1ccc(-c2cccs2)cc1[N+](=O)[O-]. (2) Given the product Cc1noc(C)c1-c1ccc2[nH]c(=O)n3c2c1OCC3C1CCCCN1, predict the reactants needed to synthesize it. The reactants are: Cc1noc(C)c1B(O)O.O=c1[nH]c2ccc(Br)c3c2n1C(C1CCCCN1)CO3. (3) The reactants are: COc1cc(Cl)ccc1-c1nc(C)c(NC(=O)OC(C)(C)C)s1. Given the product COc1cc(Cl)ccc1-c1nc(C)c(N)s1, predict the reactants needed to synthesize it. (4) Given the product COc1ccc2c(c1)OC(CNC(C)=O)=C(c1ccccc1)O2, predict the reactants needed to synthesize it. The reactants are: CC(=O)OC(C)=O.COc1ccc2c(c1)OC(CN)=C(c1ccccc1)O2. (5) Given the product C#CC(O)c1cc(OCCOCC)c2c(c1)C(C)(C)CCC2(C)C, predict the reactants needed to synthesize it. The reactants are: C#C[Mg+].CCOCCOc1cc(C=O)cc2c1C(C)(C)CCC2(C)C. (6) Given the product COC(=O)C(C)(NCC(C)(C)CO)c1ccc(Cl)cc1, predict the reactants needed to synthesize it. The reactants are: CC(C)(CN)CO.COC(=O)C(C)(Br)c1ccc(Cl)cc1. (7) Given the product CCOc1ccsc1C1=N[C@@H](c2ccc(Cl)cc2)[C@@H](c2ccc(Cl)cc2)N1C(=O)N1CCN(CC(N)=O)CC1, predict the reactants needed to synthesize it. The reactants are: CCOc1ccsc1C1=N[C@@H](c2ccc(Cl)cc2)[C@@H](c2ccc(Cl)cc2)N1C(=O)Cl.NC(=O)CN1CCNCC1.